From a dataset of Full USPTO retrosynthesis dataset with 1.9M reactions from patents (1976-2016). Predict the reactants needed to synthesize the given product. (1) Given the product [CH:3]1([C:9]2[C:10]3[CH:11]=[CH:12][C:13]([C:28]([O:30][CH3:31])=[O:29])=[CH:14][C:15]=3[N:16]3[CH2:22][CH:21]([OH:23])[CH2:20][C:19]4[CH:24]=[CH:25][CH:26]=[CH:27][C:18]=4[C:17]=23)[CH2:4][CH2:5][CH2:6][CH2:7][CH2:8]1, predict the reactants needed to synthesize it. The reactants are: [BH4-].[Na+].[CH:3]1([C:9]2[C:10]3[CH:11]=[CH:12][C:13]([C:28]([O:30][CH3:31])=[O:29])=[CH:14][C:15]=3[N:16]3[CH2:22][C:21](=[O:23])[CH2:20][C:19]4[CH:24]=[CH:25][CH:26]=[CH:27][C:18]=4[C:17]=23)[CH2:8][CH2:7][CH2:6][CH2:5][CH2:4]1. (2) Given the product [O:18]=[C:1]1[C:10]2[C:5](=[CH:6][CH:7]=[CH:8][CH:9]=2)[CH2:4][C@@H:3]([CH2:11][CH2:12][C:13]([OH:15])=[O:14])[CH2:2]1, predict the reactants needed to synthesize it. The reactants are: [C:1]12(OCC[O:18]1)[C:10]1[C:5](=[CH:6][CH:7]=[CH:8][CH:9]=1)[CH2:4][C@@H:3]([CH2:11][CH2:12][C:13]([O:15]CC)=[O:14])[CH2:2]2.[Li+].[OH-]. (3) Given the product [ClH:1].[CH2:7]([O:9][C:5]([CH:2]1[CH2:4][CH2:3]1)=[NH:6])[CH3:8], predict the reactants needed to synthesize it. The reactants are: [ClH:1].[CH:2]1([C:5]#[N:6])[CH2:4][CH2:3]1.[CH2:7]([O:9]CC)[CH3:8]. (4) The reactants are: [NH:1]1[C:9]2[C:4](=[CH:5][C:6]([CH2:10][NH2:11])=[CH:7][CH:8]=2)[CH:3]=[CH:2]1.[O:12](C(OC(C)(C)C)=O)[C:13]([O:15][C:16]([CH3:19])([CH3:18])[CH3:17])=O.C(Cl)Cl.CCN(C(C)C)C(C)C. Given the product [NH:1]1[C:9]2[C:4](=[CH:5][C:6]([CH2:10][NH:11][C:13](=[O:12])[O:15][C:16]([CH3:19])([CH3:18])[CH3:17])=[CH:7][CH:8]=2)[CH:3]=[CH:2]1, predict the reactants needed to synthesize it. (5) Given the product [N:21]1([C:2]2[CH:7]=[C:6]([C:8]3[S:12][C:11]([NH:13][C:14]4[CH:19]=[N:18][CH:17]=[CH:16][N:15]=4)=[N:10][C:9]=3[CH3:20])[CH:5]=[CH:4][N:3]=2)[CH:25]=[CH:24][N:23]=[CH:22]1, predict the reactants needed to synthesize it. The reactants are: Cl[C:2]1[CH:7]=[C:6]([C:8]2[S:12][C:11]([NH:13][C:14]3[CH:19]=[N:18][CH:17]=[CH:16][N:15]=3)=[N:10][C:9]=2[CH3:20])[CH:5]=[CH:4][N:3]=1.[NH:21]1[CH:25]=[CH:24][N:23]=[CH:22]1.C(=O)([O-])[O-].[Cs+].[Cs+]. (6) Given the product [F:34][C:31]([F:32])([F:33])[C:28]1[CH:29]=[CH:30][C:24]2[O:23][C:22]([CH2:21][CH:18]3[CH2:19][CH2:20][N:15]([C:12]4[CH:13]=[CH:14][C:9]([OH:8])=[CH:10][CH:11]=4)[CH2:16][CH2:17]3)=[CH:26][C:25]=2[CH:27]=1, predict the reactants needed to synthesize it. The reactants are: Cl.O1CCCCC1[O:8][C:9]1[CH:14]=[CH:13][C:12]([N:15]2[CH2:20][CH2:19][CH:18]([CH2:21][C:22]3[O:23][C:24]4[CH:30]=[CH:29][C:28]([C:31]([F:34])([F:33])[F:32])=[CH:27][C:25]=4[CH:26]=3)[CH2:17][CH2:16]2)=[CH:11][CH:10]=1.C(=O)([O-])O.[Na+]. (7) Given the product [C:1]([O:5][C:6]([N:8]1[CH2:13][CH2:12][CH:11]([CH:14]2[O:23][C:17]3=[CH:18][N:19]=[C:20]([C:32]4[CH:31]=[CH:30][C:29]([CH2:28][S:25]([CH3:24])(=[O:27])=[O:26])=[CH:34][CH:33]=4)[CH:21]=[C:16]3[CH2:15]2)[CH2:10][CH2:9]1)=[O:7])([CH3:4])([CH3:3])[CH3:2], predict the reactants needed to synthesize it. The reactants are: [C:1]([O:5][C:6]([N:8]1[CH2:13][CH2:12][CH:11]([CH:14]2[O:23][C:17]3=[CH:18][N:19]=[C:20](Cl)[CH:21]=[C:16]3[CH2:15]2)[CH2:10][CH2:9]1)=[O:7])([CH3:4])([CH3:3])[CH3:2].[CH3:24][S:25]([CH2:28][C:29]1[CH:34]=[CH:33][C:32](B(O)O)=[CH:31][CH:30]=1)(=[O:27])=[O:26].